From a dataset of Reaction yield outcomes from USPTO patents with 853,638 reactions. Predict the reaction yield, written as a fraction of the theoretical maximum amount of product (1.0 means a 100% yield; for example, 0.34 means a 34% yield). The yield is 0.520. The product is [N:1]([C:2]1[CH:3]=[C:4]([C:8]2[C:22]([C:23]3[CH:28]=[CH:27][N:26]=[C:25]([NH:29][CH:30]4[CH2:31][CH2:32][CH2:33][CH2:34]4)[N:24]=3)=[C:11]3[CH:12]=[CH:13][CH:14]=[C:15]([NH:16][CH:17]4[CH2:21][CH2:20][CH2:19][CH2:18]4)[N:10]3[N:9]=2)[CH:5]=[CH:6][CH:7]=1)=[N+:39]=[N-:40]. The reactants are [NH2:1][C:2]1[CH:3]=[C:4]([C:8]2[C:22]([C:23]3[CH:28]=[CH:27][N:26]=[C:25]([NH:29][CH:30]4[CH2:34][CH2:33][CH2:32][CH2:31]4)[N:24]=3)=[C:11]3[CH:12]=[CH:13][CH:14]=[C:15]([NH:16][CH:17]4[CH2:21][CH2:20][CH2:19][CH2:18]4)[N:10]3[N:9]=2)[CH:5]=[CH:6][CH:7]=1.N([O-])=O.[Na+].[N-:39]=[N+:40]=[N-].[Na+].C(=O)(O)[O-].[Na+]. The catalyst is C(O)(=O)C.CCOCC.